Dataset: Full USPTO retrosynthesis dataset with 1.9M reactions from patents (1976-2016). Task: Predict the reactants needed to synthesize the given product. (1) Given the product [Cl:1][C:2]1[CH:9]=[CH:8][C:5]([CH:6]=[C:14]2[S:10][C:11](=[O:16])[NH:12][C:13]2=[O:15])=[CH:4][CH:3]=1, predict the reactants needed to synthesize it. The reactants are: [Cl:1][C:2]1[CH:9]=[CH:8][C:5]([CH:6]=O)=[CH:4][CH:3]=1.[S:10]1[CH2:14][C:13](=[O:15])[NH:12][C:11]1=[O:16].N1CCCCC1. (2) Given the product [ClH:39].[NH2:31][C@@H:20]([CH2:19][C:9]1[CH:10]=[CH:11][C:12]([O:13][C:14]([O:16][CH2:17][CH3:18])=[O:15])=[C:7]([O:6][C:4]([O:3][CH2:1][CH3:2])=[O:5])[CH:8]=1)[C:21]([O:23][C@H:24]([CH3:30])[CH2:25][O:26][C:27](=[O:29])[CH3:28])=[O:22], predict the reactants needed to synthesize it. The reactants are: [CH2:1]([O:3][C:4]([O:6][C:7]1[CH:8]=[C:9]([CH2:19][C@H:20]([NH:31]C(OC(C)(C)C)=O)[C:21]([O:23][C@H:24]([CH3:30])[CH2:25][O:26][C:27](=[O:29])[CH3:28])=[O:22])[CH:10]=[CH:11][C:12]=1[O:13][C:14]([O:16][CH2:17][CH3:18])=[O:15])=[O:5])[CH3:2].[ClH:39]. (3) Given the product [F:1][C:2]1[C:10]2[C:5](=[CH:6][CH:7]=[C:8]([CH:11]3[CH2:16][CH2:15][N:14]([CH2:17][CH2:18][NH:19][CH3:20])[CH2:13][CH2:12]3)[CH:9]=2)[NH:4][C:3]=1[C:28]1[CH:33]=[CH:32][CH:31]=[CH:30][C:29]=1[O:34][CH3:35], predict the reactants needed to synthesize it. The reactants are: [F:1][C:2]1[C:10]2[C:5](=[CH:6][CH:7]=[C:8]([C:11]3[CH2:16][CH2:15][N:14]([CH2:17][CH2:18][N:19](C)[C:20](=O)OC(C)(C)C)[CH2:13][CH:12]=3)[CH:9]=2)[NH:4][C:3]=1[C:28]1[CH:33]=[CH:32][CH:31]=[CH:30][C:29]=1[O:34][CH3:35].C(O)(C(F)(F)F)=O. (4) Given the product [Br:5][C:6]1[CH:7]=[C:8]([C:14]2[CH:15]=[CH:16][C:17]([CH2:20][N:21]([CH3:37])[C:22]([C:24]3[C:28]4[CH:29]=[CH:30][CH:31]=[CH:32][C:27]=4[O:26][C:25]=3[CH2:33][CH2:34][CH2:35][CH3:36])=[O:23])=[CH:18][CH:19]=2)[CH:9]=[CH:10][C:11]=1[OH:12], predict the reactants needed to synthesize it. The reactants are: B(Br)(Br)Br.[Br:5][C:6]1[CH:7]=[C:8]([C:14]2[CH:19]=[CH:18][C:17]([CH2:20][N:21]([CH3:37])[C:22]([C:24]3[C:28]4[CH:29]=[CH:30][CH:31]=[CH:32][C:27]=4[O:26][C:25]=3[CH2:33][CH2:34][CH2:35][CH3:36])=[O:23])=[CH:16][CH:15]=2)[CH:9]=[CH:10][C:11]=1[O:12]C.C(=O)=O.CC(C)=O.O. (5) Given the product [Cl:41][C:42]1[CH:47]=[CH:46][C:45]([S:48]([NH:1][CH2:2][CH2:3][C:4]2([CH2:10][CH2:11][N:12]3[CH2:17][CH2:16][CH:15]([N:18]([C:26]4[CH:27]=[CH:28][C:29]([CH3:32])=[CH:30][CH:31]=4)[C:19]([C:21]4[O:22][CH:23]=[CH:24][CH:25]=4)=[O:20])[CH2:14][CH2:13]3)[CH2:9][CH2:8][CH2:7][CH2:6][CH2:5]2)(=[O:50])=[O:49])=[CH:44][CH:43]=1, predict the reactants needed to synthesize it. The reactants are: [NH2:1][CH2:2][CH2:3][C:4]1([CH2:10][CH2:11][N:12]2[CH2:17][CH2:16][CH:15]([N:18]([C:26]3[CH:31]=[CH:30][C:29]([CH3:32])=[CH:28][CH:27]=3)[C:19]([C:21]3[O:22][CH:23]=[CH:24][CH:25]=3)=[O:20])[CH2:14][CH2:13]2)[CH2:9][CH2:8][CH2:7][CH2:6][CH2:5]1.N12CCN(CC1)CC2.[Cl:41][C:42]1[CH:47]=[CH:46][C:45]([S:48](Cl)(=[O:50])=[O:49])=[CH:44][CH:43]=1. (6) Given the product [C:25]1([S:31][CH2:19][C@@H:13]2[CH:14]3[CH2:15][CH2:16][N:11]([CH2:18][CH2:17]3)[CH2:12]2)[CH:30]=[CH:29][CH:28]=[CH:27][CH:26]=1, predict the reactants needed to synthesize it. The reactants are: C([C@H]([C@@H](C(O)=O)O)O)(O)=O.[N:11]12[CH2:18][CH2:17][CH:14]([CH2:15][CH2:16]1)[C@@H:13]([CH2:19]OS(C)(=O)=O)[CH2:12]2.[C:25]1([SH:31])[CH:30]=[CH:29][CH:28]=[CH:27][CH:26]=1. (7) Given the product [NH:4]1[C:3]2[C:2](=[CH:8][CH:7]=[CH:6][CH:5]=2)[CH:1]=[N:16][C:11]1=[O:14], predict the reactants needed to synthesize it. The reactants are: [C:1](O)(=O)[C:2]1[C:3](=[CH:5][CH:6]=[CH:7][CH:8]=1)[NH2:4].[C:11]([OH:14])(=O)C.C(N)=[NH:16].N.